Dataset: Forward reaction prediction with 1.9M reactions from USPTO patents (1976-2016). Task: Predict the product of the given reaction. (1) Given the reactants [C:1]([C:5]1[CH:6]=[C:7]([CH:20]=O)[C:8]([OH:19])=[C:9]([C:11]2[CH:16]=[CH:15][C:14]([Cl:17])=[CH:13][C:12]=2[Cl:18])[CH:10]=1)([CH3:4])([CH3:3])[CH3:2].[C:22]([NH2:26])([CH3:25])([CH3:24])[CH3:23], predict the reaction product. The product is: [ClH:17].[C:1]([C:5]1[CH:10]=[C:9]([C:11]2[CH:16]=[CH:15][C:14]([Cl:17])=[CH:13][C:12]=2[Cl:18])[C:8]([OH:19])=[C:7]([CH2:20][NH:26][C:22]([CH3:25])([CH3:24])[CH3:23])[CH:6]=1)([CH3:4])([CH3:3])[CH3:2]. (2) Given the reactants [CH2:1]([O:4][C:5]1[CH:6]=[C:7]([CH:12]=[C:13]([OH:15])[CH:14]=1)[C:8]([O:10][CH3:11])=[O:9])[CH:2]=[CH2:3].F[C:17]1[CH:24]=[CH:23][C:20]([CH:21]=[O:22])=[CH:19][CH:18]=1.C(=O)([O-])[O-].[K+].[K+], predict the reaction product. The product is: [CH2:1]([O:4][C:5]1[CH:6]=[C:7]([CH:12]=[C:13]([O:15][C:17]2[CH:24]=[CH:23][C:20]([CH:21]=[O:22])=[CH:19][CH:18]=2)[CH:14]=1)[C:8]([O:10][CH3:11])=[O:9])[CH:2]=[CH2:3]. (3) Given the reactants [NH2:1][C:2]1[CH:7]=[CH:6][C:5]([OH:8])=[CH:4][CH:3]=1.CC([O-])(C)C.[K+].Cl[C:16]1[C:25]2[C:20](=[CH:21][C:22]([O:28][CH3:29])=[C:23]([O:26][CH3:27])[CH:24]=2)[N:19]=[CH:18]C=1.C[N:31](C=O)C, predict the reaction product. The product is: [CH3:27][O:26][C:23]1[CH:24]=[C:25]2[C:20](=[CH:21][C:22]=1[O:28][CH3:29])[N:19]=[CH:18][N:31]=[C:16]2[O:8][C:5]1[CH:6]=[CH:7][C:2]([NH2:1])=[CH:3][CH:4]=1.